Dataset: Reaction yield outcomes from USPTO patents with 853,638 reactions. Task: Predict the reaction yield, written as a fraction of the theoretical maximum amount of product (1.0 means a 100% yield; for example, 0.34 means a 34% yield). (1) The reactants are P(Br)(Br)Br.[Br:5][C:6]1[CH:11]=[C:10]([CH2:12][CH3:13])[N+:9]([O-])=[C:8]([CH2:15][CH3:16])[CH:7]=1.[OH-].[Na+]. The catalyst is ClCCl. The product is [Br:5][C:6]1[CH:7]=[C:8]([CH2:15][CH3:16])[N:9]=[C:10]([CH2:12][CH3:13])[CH:11]=1. The yield is 0.720. (2) The reactants are [F:1][C:2]1[CH:3]=[C:4]2[C:8](=[CH:9][CH:10]=1)[NH:7][C:6](=[O:11])[CH2:5]2.[CH2:12]([N:14]([CH2:29][CH3:30])[CH2:15][CH2:16][NH:17][C:18]([C:20]1[C:24]([CH3:25])=[C:23]([CH:26]=O)[NH:22][C:21]=1[CH3:28])=[O:19])[CH3:13]. No catalyst specified. The product is [CH2:29]([N:14]([CH2:12][CH3:13])[CH2:15][CH2:16][NH:17][C:18]([C:20]1[C:24]([CH3:25])=[C:23]([CH:26]=[C:5]2[C:4]3[C:8](=[CH:9][CH:10]=[C:2]([F:1])[CH:3]=3)[NH:7][C:6]2=[O:11])[NH:22][C:21]=1[CH3:28])=[O:19])[CH3:30]. The yield is 0.550. (3) The reactants are [F:1][C:2]1[CH:38]=[CH:37][C:5]([CH2:6][NH:7][C:8](=[O:36])[C:9]2[CH:14]=[CH:13][C:12]([S:15]([N:18]3[C:26]4[C:21](=[CH:22][CH:23]=[CH:24][CH:25]=4)[C:20](B4OC(C)(C)C(C)(C)O4)=[CH:19]3)(=[O:17])=[O:16])=[CH:11][CH:10]=2)=[CH:4][CH:3]=1.Br[C:40]1[CH:41]=[CH:42][C:43]([F:46])=[N:44][CH:45]=1.[F-].[Cs+]. The catalyst is CN(C=O)C.O.C1C=CC([P]([Pd]([P](C2C=CC=CC=2)(C2C=CC=CC=2)C2C=CC=CC=2)([P](C2C=CC=CC=2)(C2C=CC=CC=2)C2C=CC=CC=2)[P](C2C=CC=CC=2)(C2C=CC=CC=2)C2C=CC=CC=2)(C2C=CC=CC=2)C2C=CC=CC=2)=CC=1. The product is [F:1][C:2]1[CH:38]=[CH:37][C:5]([CH2:6][NH:7][C:8](=[O:36])[C:9]2[CH:14]=[CH:13][C:12]([S:15]([N:18]3[C:26]4[C:21](=[CH:22][CH:23]=[CH:24][CH:25]=4)[C:20]([C:40]4[CH:45]=[N:44][C:43]([F:46])=[CH:42][CH:41]=4)=[CH:19]3)(=[O:17])=[O:16])=[CH:11][CH:10]=2)=[CH:4][CH:3]=1. The yield is 0.700. (4) The reactants are [CH2:1]([O:3][C:4](=[O:14])[CH2:5][CH2:6][NH:7][CH:8]1[CH2:13][CH2:12][CH2:11][CH2:10][CH2:9]1)[CH3:2].[CH2:15]([O:17][C:18]([C:20]1[C:21](Cl)=[N:22][C:23]([S:26][CH3:27])=[N:24][CH:25]=1)=[O:19])[CH3:16].C(N(C(C)C)CC)(C)C. The catalyst is C(Cl)Cl. The product is [CH2:15]([O:17][C:18]([C:20]1[C:21]([N:7]([CH:8]2[CH2:13][CH2:12][CH2:11][CH2:10][CH2:9]2)[CH2:6][CH2:5][C:4]([O:3][CH2:1][CH3:2])=[O:14])=[N:22][C:23]([S:26][CH3:27])=[N:24][CH:25]=1)=[O:19])[CH3:16]. The yield is 0.840. (5) The reactants are [CH2:1]([C:13]1[CH:18]=[CH:17][C:16]([S:19](Cl)(=[O:21])=[O:20])=[CH:15][CH:14]=1)[CH2:2][CH2:3][CH2:4][CH2:5][CH2:6][CH2:7][CH2:8][CH2:9][CH2:10][CH2:11][CH3:12].[NH2:23][C:24]1[S:28][C:27]([CH2:29][C:30]([O:32][CH2:33][CH3:34])=[O:31])=[N:26][N:25]=1.Cl. The product is [CH2:1]([C:13]1[CH:18]=[CH:17][C:16]([S:19]([NH:23][C:24]2[S:28][C:27]([CH2:29][C:30]([O:32][CH2:33][CH3:34])=[O:31])=[N:26][N:25]=2)(=[O:21])=[O:20])=[CH:15][CH:14]=1)[CH2:2][CH2:3][CH2:4][CH2:5][CH2:6][CH2:7][CH2:8][CH2:9][CH2:10][CH2:11][CH3:12]. The yield is 0.430. The catalyst is N1C=CC=CC=1. (6) The product is [CH2:1]([O:3][C:4]([C:5]1[CH:10]=[C:9]2[C:8](=[CH:7][C:6]=1[NH2:19])[NH:16][CH:12]=[CH:11]2)=[O:22])[CH3:2]. The yield is 0.300. The catalyst is CCO.[Ni]. The reactants are [CH2:1]([O:3][C:4](=[O:22])[C:5]1[CH:10]=[C:9]([CH:11]=[CH:12]N(C)C)[C:8]([N+:16]([O-])=O)=[CH:7][C:6]=1[N+:19]([O-])=O)[CH3:2]. (7) The reactants are [CH3:1][N:2]([CH3:16])[S:3]([C:6]1[CH:7]=[C:8]([CH:11]=[CH:12][C:13]=1[O:14][CH3:15])[CH2:9]O)(=[O:5])=[O:4].S(Cl)([Cl:19])=O. The catalyst is C(Cl)Cl. The product is [CH3:1][N:2]([CH3:16])[S:3]([C:6]1[CH:7]=[C:8]([CH:11]=[CH:12][C:13]=1[O:14][CH3:15])[CH2:9][Cl:19])(=[O:5])=[O:4]. The yield is 0.830.